Dataset: Full USPTO retrosynthesis dataset with 1.9M reactions from patents (1976-2016). Task: Predict the reactants needed to synthesize the given product. (1) Given the product [C:12]([O:11][C:9](=[O:10])[NH:21][CH2:20][C:19]1[CH:22]=[C:23]([F:26])[C:24]([Cl:25])=[C:17]([NH2:16])[C:18]=1[Cl:27])([CH3:13])([CH3:14])[CH3:15], predict the reactants needed to synthesize it. The reactants are: [CH3:13][C:12]([O:11][C:9](O[C:9]([O:11][C:12]([CH3:15])([CH3:14])[CH3:13])=[O:10])=[O:10])([CH3:15])[CH3:14].[NH2:16][C:17]1[C:18]([Cl:27])=[C:19]([CH:22]=[C:23]([F:26])[C:24]=1[Cl:25])[CH2:20][NH2:21]. (2) The reactants are: [CH3:1][C:2]1([C:8]2[CH:9]=[C:10]([NH:14][S:15]([CH3:18])(=[O:17])=[O:16])[CH:11]=[CH:12][CH:13]=2)[CH:7]2[CH:3]1[CH2:4][NH:5][CH2:6]2.C(=O)([O-])O.[Na+].Br[CH2:25][CH2:26][C:27]1[C:35]2[C:30](=[CH:31][CH:32]=[CH:33][CH:34]=2)[NH:29][CH:28]=1. Given the product [NH:29]1[C:30]2[C:35](=[CH:34][CH:33]=[CH:32][CH:31]=2)[C:27]([CH2:26][CH2:25][N:5]2[CH2:6][CH:7]3[CH:3]([C:2]3([C:8]3[CH:9]=[C:10]([NH:14][S:15]([CH3:18])(=[O:17])=[O:16])[CH:11]=[CH:12][CH:13]=3)[CH3:1])[CH2:4]2)=[CH:28]1, predict the reactants needed to synthesize it.